This data is from NCI-60 drug combinations with 297,098 pairs across 59 cell lines. The task is: Regression. Given two drug SMILES strings and cell line genomic features, predict the synergy score measuring deviation from expected non-interaction effect. (1) Drug 1: C1=CN(C(=O)N=C1N)C2C(C(C(O2)CO)O)(F)F. Drug 2: CNC(=O)C1=NC=CC(=C1)OC2=CC=C(C=C2)NC(=O)NC3=CC(=C(C=C3)Cl)C(F)(F)F. Cell line: UACC62. Synergy scores: CSS=58.2, Synergy_ZIP=1.38, Synergy_Bliss=1.38, Synergy_Loewe=-4.69, Synergy_HSA=5.20. (2) Drug 1: COC1=C(C=C2C(=C1)N=CN=C2NC3=CC(=C(C=C3)F)Cl)OCCCN4CCOCC4. Drug 2: C1=NC2=C(N=C(N=C2N1C3C(C(C(O3)CO)O)O)F)N. Cell line: NCIH23. Synergy scores: CSS=18.7, Synergy_ZIP=-6.87, Synergy_Bliss=-1.52, Synergy_Loewe=-1.99, Synergy_HSA=-1.12. (3) Drug 1: CC1=C(C(CCC1)(C)C)C=CC(=CC=CC(=CC(=O)O)C)C. Drug 2: C#CCC(CC1=CN=C2C(=N1)C(=NC(=N2)N)N)C3=CC=C(C=C3)C(=O)NC(CCC(=O)O)C(=O)O. Cell line: CAKI-1. Synergy scores: CSS=31.0, Synergy_ZIP=-11.1, Synergy_Bliss=-12.6, Synergy_Loewe=-16.4, Synergy_HSA=-11.2. (4) Drug 1: C1CCN(CC1)CCOC2=CC=C(C=C2)C(=O)C3=C(SC4=C3C=CC(=C4)O)C5=CC=C(C=C5)O. Drug 2: C1CCC(C(C1)N)N.C(=O)(C(=O)[O-])[O-].[Pt+4]. Cell line: SK-MEL-28. Synergy scores: CSS=6.47, Synergy_ZIP=1.68, Synergy_Bliss=7.09, Synergy_Loewe=-0.583, Synergy_HSA=1.14. (5) Drug 1: CS(=O)(=O)C1=CC(=C(C=C1)C(=O)NC2=CC(=C(C=C2)Cl)C3=CC=CC=N3)Cl. Drug 2: CC1C(C(CC(O1)OC2CC(CC3=C2C(=C4C(=C3O)C(=O)C5=C(C4=O)C(=CC=C5)OC)O)(C(=O)CO)O)N)O.Cl. Cell line: A498. Synergy scores: CSS=63.7, Synergy_ZIP=4.52, Synergy_Bliss=5.25, Synergy_Loewe=8.47, Synergy_HSA=9.54. (6) Drug 1: CC1CCC2CC(C(=CC=CC=CC(CC(C(=O)C(C(C(=CC(C(=O)CC(OC(=O)C3CCCCN3C(=O)C(=O)C1(O2)O)C(C)CC4CCC(C(C4)OC)OCCO)C)C)O)OC)C)C)C)OC. Drug 2: C1C(C(OC1N2C=NC(=NC2=O)N)CO)O. Cell line: KM12. Synergy scores: CSS=2.11, Synergy_ZIP=-2.68, Synergy_Bliss=-6.03, Synergy_Loewe=-17.7, Synergy_HSA=-15.6.